This data is from Catalyst prediction with 721,799 reactions and 888 catalyst types from USPTO. The task is: Predict which catalyst facilitates the given reaction. Reactant: Br[C:2]1[C:8]([C:9]([F:12])([F:11])[F:10])=[CH:7][C:5]([NH2:6])=[CH:4][C:3]=1[Cl:13].C(=O)([O-])[O-].[Na+].[Na+].CC1(C)C(C)(C)OB([C:28]2[CH:29]=[C:30]([CH:45]=[CH:46][CH:47]=2)[O:31][CH:32]2[CH2:37][CH2:36][N:35]([C:38]([O:40][C:41]([CH3:44])([CH3:43])[CH3:42])=[O:39])[CH2:34][CH2:33]2)O1.O. Product: [NH2:6][C:5]1[CH:7]=[C:8]([C:9]([F:12])([F:11])[F:10])[C:2]([C:28]2[CH:47]=[CH:46][CH:45]=[C:30]([O:31][CH:32]3[CH2:33][CH2:34][N:35]([C:38]([O:40][C:41]([CH3:44])([CH3:43])[CH3:42])=[O:39])[CH2:36][CH2:37]3)[CH:29]=2)=[C:3]([Cl:13])[CH:4]=1. The catalyst class is: 77.